From a dataset of Reaction yield outcomes from USPTO patents with 853,638 reactions. Predict the reaction yield, written as a fraction of the theoretical maximum amount of product (1.0 means a 100% yield; for example, 0.34 means a 34% yield). (1) The reactants are CN(C)C=O.C(=O)([O-])[O-].[K+].[K+].I[C:13]1[C:18]([O:19][C:20]2[C:29]3[C:24](=[CH:25][C:26]([O:32][CH3:33])=[C:27]([O:30][CH3:31])[CH:28]=3)[N:23]=[CH:22][CH:21]=2)=[CH:17][CH:16]=[C:15]([CH3:34])[N:14]=1.[F:35][C:36]([F:47])([F:46])[C:37]1[CH:38]=[C:39](B(O)O)[CH:40]=[CH:41][CH:42]=1. The catalyst is O.C(O)C. The product is [CH3:31][O:30][C:27]1[CH:28]=[C:29]2[C:24](=[CH:25][C:26]=1[O:32][CH3:33])[N:23]=[CH:22][CH:21]=[C:20]2[O:19][C:18]1[C:13]([C:41]2[CH:40]=[CH:39][CH:38]=[C:37]([C:36]([F:47])([F:46])[F:35])[CH:42]=2)=[N:14][C:15]([CH3:34])=[CH:16][CH:17]=1. The yield is 0.950. (2) The reactants are [CH3:1][C:2]1[CH:8]=[C:7]([C:9]([F:18])([C:14]([F:17])([F:16])[F:15])[C:10]([F:13])([F:12])[F:11])[CH:6]=[C:5]([CH3:19])[C:3]=1[NH2:4].[CH3:20][O:21][C:22]1[C:30]([N+:31]([O-:33])=[O:32])=[CH:29][CH:28]=[C:27]([O:34][CH3:35])[C:23]=1[C:24](O)=[O:25].C(N(CC)CC)C.O=C1N([ClH]P([ClH]N2CCOC2=O)=O)CCO1.C1N(P(Cl)(N2C(=O)OCC2)=O)C(=O)OC1. The catalyst is ClCCl. The product is [CH3:19][C:5]1[CH:6]=[C:7]([C:9]([F:18])([C:10]([F:12])([F:13])[F:11])[C:14]([F:15])([F:16])[F:17])[CH:8]=[C:2]([CH3:1])[C:3]=1[NH:4][C:24](=[O:25])[C:23]1[C:27]([O:34][CH3:35])=[CH:28][CH:29]=[C:30]([N+:31]([O-:33])=[O:32])[C:22]=1[O:21][CH3:20]. The yield is 0.890.